This data is from Full USPTO retrosynthesis dataset with 1.9M reactions from patents (1976-2016). The task is: Predict the reactants needed to synthesize the given product. (1) Given the product [F:1][C:2]1[CH:11]=[CH:10][CH:9]=[C:8]2[C:3]=1[C:4]([CH3:19])([CH3:20])[C:5](=[O:18])[C:6]([C:13]([NH:31][CH2:32][C:33]([O:35][C:36]([CH3:39])([CH3:38])[CH3:37])=[O:34])=[O:14])=[C:7]2[OH:12], predict the reactants needed to synthesize it. The reactants are: [F:1][C:2]1[CH:11]=[CH:10][CH:9]=[C:8]2[C:3]=1[C:4]([CH3:20])([CH3:19])[C:5](=[O:18])[C:6]([C:13](OCC)=[O:14])=[C:7]2[OH:12].C(N(C(C)C)C(C)C)C.Cl.[NH2:31][CH2:32][C:33]([O:35][C:36]([CH3:39])([CH3:38])[CH3:37])=[O:34]. (2) Given the product [Br:1][C:2]1[CH:7]=[CH:6][C:5]([C:8]2[CH2:12][CH:11]([CH2:13][O:14][Si:23]([C:26]([CH3:29])([CH3:28])[CH3:27])([CH3:25])[CH3:24])[O:10][N:9]=2)=[CH:4][C:3]=1[F:15], predict the reactants needed to synthesize it. The reactants are: [Br:1][C:2]1[CH:7]=[CH:6][C:5]([C:8]2[CH2:12][CH:11]([CH2:13][OH:14])[O:10][N:9]=2)=[CH:4][C:3]=1[F:15].C(N(CC)CC)C.[Si:23](Cl)([C:26]([CH3:29])([CH3:28])[CH3:27])([CH3:25])[CH3:24]. (3) The reactants are: [CH3:1][O:2][C:3]([N:5]1[C@@H:13]2[C@@H:8]([C@@:9]([OH:23])([C:14]#[C:15][C:16]3[CH:17]=[C:18]([CH3:22])[CH:19]=[CH:20][CH:21]=3)[CH2:10][CH2:11][CH2:12]2)[CH2:7][CH2:6]1)=[O:4].[CH3:24][C:25]1[CH:26]=[C:27]([CH:31]=[C:32]([CH3:34])[CH:33]=1)[C:28](O)=[O:29]. Given the product [CH3:1][O:2][C:3]([N:5]1[C@H:13]2[C@H:8]([C@:9]([O:23][C:28](=[O:29])[C:27]3[CH:31]=[C:32]([CH3:34])[CH:33]=[C:25]([CH3:24])[CH:26]=3)([C:14]#[C:15][C:16]3[CH:17]=[C:18]([CH3:22])[CH:19]=[CH:20][CH:21]=3)[CH2:10][CH2:11][CH2:12]2)[CH2:7][CH2:6]1)=[O:4], predict the reactants needed to synthesize it. (4) Given the product [OH:1][C@@:2]1([C:9]#[C:10][C:11]2[CH:12]=[C:13]([C:17]3[N:22]=[C:21]([C:23]([NH2:28])=[O:24])[CH:20]=[C:19]([O:26][CH3:27])[CH:18]=3)[CH:14]=[CH:15][CH:16]=2)[CH2:6][CH2:5][N:4]([CH3:7])[C:3]1=[O:8], predict the reactants needed to synthesize it. The reactants are: [OH:1][C@@:2]1([C:9]#[C:10][C:11]2[CH:12]=[C:13]([C:17]3[N:22]=[C:21]([C:23]([O-])=[O:24])[CH:20]=[C:19]([O:26][CH3:27])[CH:18]=3)[CH:14]=[CH:15][CH:16]=2)[CH2:6][CH2:5][N:4]([CH3:7])[C:3]1=[O:8].[NH3:28]. (5) Given the product [N:6]1[CH:7]=[CH:8][C:3]([N:9]2[CH2:14][CH2:13][CH:12]([C:15]([O:17][CH2:18][CH3:19])=[O:16])[CH2:11][CH2:10]2)=[CH:4][CH:5]=1, predict the reactants needed to synthesize it. The reactants are: Cl.Cl[C:3]1[CH:8]=[CH:7][N:6]=[CH:5][CH:4]=1.[NH:9]1[CH2:14][CH2:13][CH:12]([C:15]([O:17][CH2:18][CH3:19])=[O:16])[CH2:11][CH2:10]1.C(N(CC)CC)C.ClCCl.